From a dataset of Reaction yield outcomes from USPTO patents with 853,638 reactions. Predict the reaction yield, written as a fraction of the theoretical maximum amount of product (1.0 means a 100% yield; for example, 0.34 means a 34% yield). (1) The reactants are [CH:1]1[C:10]2[C:5](=[CH:6][CH:7]=[CH:8][CH:9]=2)[CH:4]=[CH:3][C:2]=1[NH2:11].Cl.[Cl:13][CH2:14][CH2:15][NH:16][CH2:17][CH2:18]Cl. The catalyst is C(OCCOCCO)C.CO. The product is [ClH:13].[CH:1]1[C:10]2[C:5](=[CH:6][CH:7]=[CH:8][CH:9]=2)[CH:4]=[CH:3][C:2]=1[N:11]1[CH2:18][CH2:17][NH:16][CH2:15][CH2:14]1. The yield is 0.580. (2) The reactants are [Cl:1][C:2]1[CH:3]=[CH:4][C:5]2[N:6]=[CH:7][N:8]=[C:9](OC3CCOCC3)[C:10]=2[N:11]=1.[CH:19]1([SH:25])[CH2:24][CH2:23][CH2:22][CH2:21][CH2:20]1.C([O-])([O-])=O.[K+].[K+]. The catalyst is C(#N)C.O. The product is [Cl:1][C:2]1[CH:3]=[CH:4][C:5]2[N:6]=[CH:7][N:8]=[C:9]([S:25][CH:19]3[CH2:24][CH2:23][CH2:22][CH2:21][CH2:20]3)[C:10]=2[N:11]=1. The yield is 0.920. (3) The product is [Cl:1][C:2]1[CH:10]=[C:9]([I:11])[CH:8]=[CH:7][C:3]=1[C:4]1[S:16][C:14]([NH2:15])=[N:12][N:13]=1. The catalyst is C([O-])(O)=O.[Na+]. The yield is 0.860. The reactants are [Cl:1][C:2]1[CH:10]=[C:9]([I:11])[CH:8]=[CH:7][C:3]=1[C:4](O)=O.[NH:12]([C:14](=[S:16])[NH2:15])[NH2:13].O=P(Cl)(Cl)Cl.